From a dataset of Retrosynthesis with 50K atom-mapped reactions and 10 reaction types from USPTO. Predict the reactants needed to synthesize the given product. Given the product CNC(=O)[C@@H]1C[C@H](SCc2ccc(OC)cc2)CN1, predict the reactants needed to synthesize it. The reactants are: CNC(=O)[C@@H]1C[C@H](SCc2ccc(OC)cc2)CN1C(=O)OC(C)(C)C.